From a dataset of Forward reaction prediction with 1.9M reactions from USPTO patents (1976-2016). Predict the product of the given reaction. (1) Given the reactants [F:1][C:2]1[N:7]=[CH:6][C:5]([CH:8]([N:10]2[CH2:15][CH2:14][N:13]([C:16]([O:18][C:19]([CH3:22])([CH3:21])[CH3:20])=[O:17])[CH2:12][C@H:11]2[CH3:23])[CH3:9])=[CH:4][CH:3]=1.O1CCCC1.C([Li])CCC.[B:34](OC(C)C)([O:39]C(C)C)[O:35]C(C)C.[OH-].[Na+], predict the reaction product. The product is: [C:19]([O:18][C:16]([N:13]1[CH2:14][CH2:15][N:10]([CH:8]([C:5]2[CH:4]=[C:3]([B:34]([OH:39])[OH:35])[C:2]([F:1])=[N:7][CH:6]=2)[CH3:9])[C@H:11]([CH3:23])[CH2:12]1)=[O:17])([CH3:21])([CH3:20])[CH3:22]. (2) Given the reactants [C:1](=[O:22])(OC1C=CC([N+]([O-])=O)=CC=1)[O:2][CH2:3][C:4]1[CH:9]=[C:8]([CH3:10])[N:7]=[C:6]([CH3:11])[CH:5]=1.CCN(C(C)C)C(C)C.[CH:32]1([NH2:37])[CH2:36][CH2:35][CH2:34][CH2:33]1.[ClH:38].CCOCC, predict the reaction product. The product is: [ClH:38].[CH:32]1([NH:37][C:1](=[O:22])[O:2][CH2:3][C:4]2[CH:5]=[C:6]([CH3:11])[N:7]=[C:8]([CH3:10])[CH:9]=2)[CH2:36][CH2:35][CH2:34][CH2:33]1.